From a dataset of Catalyst prediction with 721,799 reactions and 888 catalyst types from USPTO. Predict which catalyst facilitates the given reaction. The catalyst class is: 2. Product: [CH3:10][C:1]1[CH:6]=[C:5]2[C:4]([CH2:7][CH2:8][NH:9][CH:11]2[C:12]2[CH:17]=[CH:16][CH:15]=[CH:14][CH:13]=2)=[CH:3][CH:2]=1. Reactant: [C:1]1([CH3:10])[CH:6]=[CH:5][C:4]([CH2:7][CH2:8][NH2:9])=[CH:3][CH:2]=1.[CH:11](=O)[C:12]1[CH:17]=[CH:16][CH:15]=[CH:14][CH:13]=1.C([O-])([O-])=O.[K+].[K+].